Dataset: Forward reaction prediction with 1.9M reactions from USPTO patents (1976-2016). Task: Predict the product of the given reaction. Given the reactants [CH3:1][O:2][C:3](=[O:13])[CH2:4]P(OCC)(OCC)=O.CC(C)([O-])C.[K+].[C:20]1([S:26]([N:29]2[C:37]3[C:32](=[C:33]([Br:38])[CH:34]=[CH:35][CH:36]=3)[CH:31]=[C:30]2[C:39](=O)[CH3:40])(=[O:28])=[O:27])[CH:25]=[CH:24][CH:23]=[CH:22][CH:21]=1.C(OCC)(=O)C, predict the reaction product. The product is: [CH3:1][O:2][C:3](=[O:13])[CH:4]=[C:39]([C:30]1[N:29]([S:26]([C:20]2[CH:25]=[CH:24][CH:23]=[CH:22][CH:21]=2)(=[O:27])=[O:28])[C:37]2[C:32]([CH:31]=1)=[C:33]([Br:38])[CH:34]=[CH:35][CH:36]=2)[CH3:40].